From a dataset of Catalyst prediction with 721,799 reactions and 888 catalyst types from USPTO. Predict which catalyst facilitates the given reaction. (1) Reactant: [O:1]=[C:2]1[C:11]2[C:6]3=[C:7]([CH2:12][CH2:13][CH2:14][N:5]3[CH:4]=[C:3]1[C:15]([O:17][CH2:18][CH3:19])=[O:16])[CH:8]=[CH:9][CH:10]=2.[Br:20]Br.O. Product: [Br:20][C:9]1[CH:10]=[C:11]2[C:6]3=[C:7]([CH2:12][CH2:13][CH2:14][N:5]3[CH:4]=[C:3]([C:15]([O:17][CH2:18][CH3:19])=[O:16])[C:2]2=[O:1])[CH:8]=1. The catalyst class is: 15. (2) Reactant: [NH2:1][C:2]1[C:3]([NH:12][CH2:13][CH:14]([O:17][CH3:18])[O:15][CH3:16])=[C:4]([CH:9]=[CH:10][CH:11]=1)[C:5]([O:7][CH3:8])=[O:6].N1C=CN=C1[C:24](C1NC=CN=1)=[O:25]. Product: [CH3:16][O:15][CH:14]([O:17][CH3:18])[CH2:13][N:12]1[C:3]2[C:4]([C:5]([O:7][CH3:8])=[O:6])=[CH:9][CH:10]=[CH:11][C:2]=2[NH:1][C:24]1=[O:25]. The catalyst class is: 1.